Dataset: Catalyst prediction with 721,799 reactions and 888 catalyst types from USPTO. Task: Predict which catalyst facilitates the given reaction. (1) Reactant: [CH3:1][O:2][C:3]([C:5]1[CH:13]=[C:12]2[C:8]([CH:9]=[CH:10][NH:11]2)=[CH:7][CH:6]=1)=[O:4].CS(O[CH2:19][C:20]1[CH:21]=[N:22][C:23]([O:26][CH3:27])=[CH:24][CH:25]=1)(=O)=O.[H-].[Na+]. Product: [CH3:27][O:26][C:23]1[N:22]=[CH:21][C:20]([CH2:19][N:11]2[C:12]3[C:8](=[CH:7][CH:6]=[C:5]([C:3]([O:2][CH3:1])=[O:4])[CH:13]=3)[CH:9]=[CH:10]2)=[CH:25][CH:24]=1. The catalyst class is: 39. (2) Reactant: [S:1]1[C:9]2[C:4](=[N:5][CH:6]=[CH:7][CH:8]=2)[CH:3]=[CH:2]1.C(=O)(O)[O-].[Na+].OP([O-])([O-])=O.[K+].[K+].[O-]S([O-])(=O)=O.[Mg+2].[Br:28]Br. The catalyst class is: 408. Product: [Br:28][C:3]1[C:4]2=[N:5][CH:6]=[CH:7][CH:8]=[C:9]2[S:1][CH:2]=1. (3) Reactant: [CH3:1][O:2][C:3]1[CH:17]=[CH:16][C:6]([O:7][C:8]2[CH:9]=[C:10]([CH:13]=[CH:14][CH:15]=2)[CH2:11][NH2:12])=[CH:5][CH:4]=1.[NH2:18][C:19]1[N:27]=[CH:26][CH:25]=[CH:24][C:20]=1[C:21](O)=[O:22].ON1C2C=CC=CC=2N=N1.CCN=C=NCCCN(C)C.C(=O)(O)[O-].[Na+]. Product: [CH3:1][O:2][C:3]1[CH:17]=[CH:16][C:6]([O:7][C:8]2[CH:9]=[C:10]([CH2:11][NH:12][C:21](=[O:22])[C:20]3[CH:24]=[CH:25][CH:26]=[N:27][C:19]=3[NH2:18])[CH:13]=[CH:14][CH:15]=2)=[CH:5][CH:4]=1. The catalyst class is: 3. (4) The catalyst class is: 32. Reactant: [Cl:1][C:2]1[C:11]2[C:6](=[CH:7][C:8]([O:17][CH2:18][CH2:19][O:20][CH3:21])=[C:9]([O:12][CH2:13][CH2:14][O:15][CH3:16])[CH:10]=2)[N:5]=[CH:4][N:3]=1.[C:22]([C:24]1[CH:25]=[C:26]([CH:28]=[CH:29][CH:30]=1)[NH2:27])#[CH:23]. Product: [CH3:16][O:15][CH2:14][CH2:13][O:12][C:9]1[CH:10]=[C:11]2[C:2]([NH:27][C:26]3[CH:28]=[CH:29][CH:30]=[C:24]([C:22]#[CH:23])[CH:25]=3)=[N:3][CH:4]=[N:5][C:6]2=[CH:7][C:8]=1[O:17][CH2:18][CH2:19][O:20][CH3:21].[ClH:1]. (5) Reactant: [CH3:1][O:2][C:3]1[CH:8]=[C:7]([B:9]2[O:13][C:12]([CH3:15])([CH3:14])[C:11]([CH3:17])([CH3:16])[O:10]2)[CH:6]=[CH:5][C:4]=1[OH:18].[H-].[Na+].[C:21]([NH:28][CH2:29][CH2:30][CH2:31]Br)([O:23][C:24]([CH3:27])([CH3:26])[CH3:25])=[O:22]. Product: [C:24]([O:23][C:21](=[O:22])[NH:28][CH2:29][CH2:30][CH2:31][O:18][C:4]1[CH:5]=[CH:6][C:7]([B:9]2[O:10][C:11]([CH3:17])([CH3:16])[C:12]([CH3:14])([CH3:15])[O:13]2)=[CH:8][C:3]=1[O:2][CH3:1])([CH3:27])([CH3:26])[CH3:25]. The catalyst class is: 3. (6) Reactant: [C:1]([C:3]1[CH:8]=[CH:7][C:6]([CH:9]2[N:14]3[C:15](=[O:18])[NH:16][N:17]=[C:13]3[N:12]([C:19]3[CH:24]=[CH:23][CH:22]=[C:21]([C:25]([F:28])([F:27])[F:26])[CH:20]=3)[C:11]([CH3:29])=[C:10]2[C:30]([OH:32])=[O:31])=[CH:5][CH:4]=1)#[N:2].CN(C(ON1N=NC2C=CC=NC1=2)=[N+](C)C)C.F[P-](F)(F)(F)(F)F.[CH3:57][N:58]([CH2:60][CH2:61][CH2:62]O)[CH3:59]. Product: [CH3:57][N:58]([CH3:59])[CH2:60][CH2:61][CH2:62][O:31][C:30]([C:10]1[CH:9]([C:6]2[CH:5]=[CH:4][C:3]([C:1]#[N:2])=[CH:8][CH:7]=2)[N:14]2[C:15](=[O:18])[NH:16][N:17]=[C:13]2[N:12]([C:19]2[CH:24]=[CH:23][CH:22]=[C:21]([C:25]([F:27])([F:28])[F:26])[CH:20]=2)[C:11]=1[CH3:29])=[O:32]. The catalyst class is: 3.